Regression. Given two drug SMILES strings and cell line genomic features, predict the synergy score measuring deviation from expected non-interaction effect. From a dataset of NCI-60 drug combinations with 297,098 pairs across 59 cell lines. Drug 1: C1C(C(OC1N2C=NC3=C(N=C(N=C32)Cl)N)CO)O. Drug 2: CC(C)(C#N)C1=CC(=CC(=C1)CN2C=NC=N2)C(C)(C)C#N. Cell line: HCT-15. Synergy scores: CSS=35.0, Synergy_ZIP=8.31, Synergy_Bliss=13.4, Synergy_Loewe=-0.0289, Synergy_HSA=1.87.